Dataset: Forward reaction prediction with 1.9M reactions from USPTO patents (1976-2016). Task: Predict the product of the given reaction. (1) Given the reactants [F:1][C:2]1[CH:7]=[CH:6][CH:5]=[CH:4][C:3]=1[C:8]1[NH:12][CH:11]=[C:10]([CH:13]=[O:14])[C:9]=1[I:15].[H-].[Na+].C1OCCOCCOCCOCCOC1.[N:33]1[CH:38]=[CH:37][CH:36]=[C:35]([S:39](Cl)(=[O:41])=[O:40])[CH:34]=1, predict the reaction product. The product is: [F:1][C:2]1[CH:7]=[CH:6][CH:5]=[CH:4][C:3]=1[C:8]1[N:12]([S:39]([C:35]2[CH:34]=[N:33][CH:38]=[CH:37][CH:36]=2)(=[O:41])=[O:40])[CH:11]=[C:10]([CH:13]=[O:14])[C:9]=1[I:15]. (2) Given the reactants [NH2:1][C:2]1[CH:7]=[CH:6][C:5]([N:8]2[CH:12]=[C:11]([CH2:13][OH:14])[N:10]=[CH:9]2)=[C:4]([O:15][CH3:16])[CH:3]=1.[Cl:17][C:18]1[N:23]=[C:22](Cl)[N:21]=[C:20]([O:25][CH3:26])[N:19]=1, predict the reaction product. The product is: [Cl:17][C:18]1[N:19]=[C:20]([O:25][CH3:26])[N:21]=[C:22]([NH:1][C:2]2[CH:7]=[CH:6][C:5]([N:8]3[CH:12]=[C:11]([CH2:13][OH:14])[N:10]=[CH:9]3)=[C:4]([O:15][CH3:16])[CH:3]=2)[N:23]=1. (3) Given the reactants [Cl:1][C:2]1[C:3]([C:25]([O:27]CC)=O)=[CH:4][C:5]([F:24])=[C:6]([CH:23]=1)[O:7][CH2:8][CH:9]1[CH2:13][O:12][C:11]([CH3:15])([CH3:14])[N:10]1[C:16]([O:18][C:19]([CH3:22])([CH3:21])[CH3:20])=[O:17].O.[NH2:31][NH2:32], predict the reaction product. The product is: [Cl:1][C:2]1[C:3]([C:25]([NH:31][NH2:32])=[O:27])=[CH:4][C:5]([F:24])=[C:6]([CH:23]=1)[O:7][CH2:8][CH:9]1[CH2:13][O:12][C:11]([CH3:15])([CH3:14])[N:10]1[C:16]([O:18][C:19]([CH3:22])([CH3:21])[CH3:20])=[O:17]. (4) Given the reactants [H-].[Na+].[CH2:3]([O:10][CH2:11][CH2:12][O:13][CH2:14][CH2:15][O:16][CH2:17][CH2:18][O:19][CH2:20][CH2:21][O:22][CH2:23][CH2:24][O:25][CH2:26][CH2:27][OH:28])[C:4]1[CH:9]=[CH:8][CH:7]=[CH:6][CH:5]=1.CS(O[CH2:34][CH2:35][CH2:36][CH2:37][CH2:38][C:39]([O:41][CH2:42][CH3:43])=[O:40])(=O)=O, predict the reaction product. The product is: [CH2:42]([O:41][C:39](=[O:40])[CH:38]([O:28][CH2:27][CH2:26][O:25][CH2:24][CH2:23][O:22][CH2:21][CH2:20][O:19][CH2:18][CH2:17][O:16][CH2:15][CH2:14][O:13][CH2:12][CH2:11][O:10][CH2:3][C:4]1[CH:5]=[CH:6][CH:7]=[CH:8][CH:9]=1)[CH2:37][CH2:36][CH2:35][CH3:34])[CH3:43].